Dataset: Peptide-MHC class II binding affinity with 134,281 pairs from IEDB. Task: Regression. Given a peptide amino acid sequence and an MHC pseudo amino acid sequence, predict their binding affinity value. This is MHC class II binding data. The peptide sequence is RRHGVRIRVRSGGHD. The MHC is DRB1_1602 with pseudo-sequence DRB1_1602. The binding affinity (normalized) is 0.411.